From a dataset of Peptide-MHC class I binding affinity with 185,985 pairs from IEDB/IMGT. Regression. Given a peptide amino acid sequence and an MHC pseudo amino acid sequence, predict their binding affinity value. This is MHC class I binding data. (1) The peptide sequence is YCSNIKLQVV. The MHC is HLA-A02:01 with pseudo-sequence HLA-A02:01. The binding affinity (normalized) is 0.163. (2) The peptide sequence is YSHYSHNPK. The MHC is HLA-A30:01 with pseudo-sequence HLA-A30:01. The binding affinity (normalized) is 0.872.